From a dataset of Full USPTO retrosynthesis dataset with 1.9M reactions from patents (1976-2016). Predict the reactants needed to synthesize the given product. Given the product [Br:3][C:4]1[CH:5]=[C:6]([CH2:14][CH3:15])[C:7]([CH2:8][NH2:9])=[C:10]([CH2:12][CH3:13])[CH:11]=1, predict the reactants needed to synthesize it. The reactants are: [Li].[H-].[Br:3][C:4]1[CH:11]=[C:10]([CH2:12][CH3:13])[C:7]([C:8]#[N:9])=[C:6]([CH2:14][CH3:15])[CH:5]=1.O.O.O.O.O.O.O.O.O.O.S([O-])([O-])(=O)=O.[Na+].[Na+].